Dataset: Full USPTO retrosynthesis dataset with 1.9M reactions from patents (1976-2016). Task: Predict the reactants needed to synthesize the given product. (1) Given the product [CH2:20]([O:27][C:28]1[CH:33]=[CH:32][C:31]([S:14][C:3]2[C:2]([CH3:1])=[CH:10][C:9]([N+:11]([O-:13])=[O:12])=[C:8]3[C:4]=2[CH2:5][CH2:6][CH2:7]3)=[CH:30][C:29]=1[CH:52]([CH3:54])[CH3:53])[C:21]1[CH:22]=[CH:23][CH:24]=[CH:25][CH:26]=1, predict the reactants needed to synthesize it. The reactants are: [CH3:1][C:2]1[CH:10]=[C:9]([N+:11]([O-:13])=[O:12])[C:8]2[CH2:7][CH2:6][CH2:5][C:4]=2[C:3]=1[SH:14].F[B-](F)(F)F.[CH2:20]([O:27][C:28]1[CH:33]=[CH:32][C:31]([I+][C:31]2[CH:32]=[CH:33][C:28]([O:27][CH2:20][C:21]3[CH:22]=[CH:23][CH:24]=[CH:25][CH:26]=3)=[C:29]([CH:52]([CH3:54])[CH3:53])[CH:30]=2)=[CH:30][C:29]=1[CH:52]([CH3:54])[CH3:53])[C:21]1[CH:26]=[CH:25][CH:24]=[CH:23][CH:22]=1. (2) Given the product [Cl:23][C:18]1[CH:19]=[CH:20][CH:21]=[CH:22][C:17]=1[C:4]1[N:3]=[C:2]([NH:24][CH3:25])[C:7]([C:8]#[N:9])=[CH:6][C:5]=1[C:10]1[CH:11]=[CH:12][C:13]([Cl:16])=[CH:14][CH:15]=1, predict the reactants needed to synthesize it. The reactants are: Cl[C:2]1[C:7]([C:8]#[N:9])=[CH:6][C:5]([C:10]2[CH:15]=[CH:14][C:13]([Cl:16])=[CH:12][CH:11]=2)=[C:4]([C:17]2[CH:22]=[CH:21][CH:20]=[CH:19][C:18]=2[Cl:23])[N:3]=1.[NH2:24][CH3:25]. (3) Given the product [CH2:1]([O:3][C:4]([C:6]1[CH:7]=[N:8][N:9]([C:12]2[C:13]([Cl:19])=[N:14][CH:15]=[C:16]([CH:20]=[CH2:21])[CH:17]=2)[C:10]=1[CH3:11])=[O:5])[CH3:2], predict the reactants needed to synthesize it. The reactants are: [CH2:1]([O:3][C:4]([C:6]1[CH:7]=[N:8][N:9]([C:12]2[C:13]([Cl:19])=[N:14][CH:15]=[C:16](Br)[CH:17]=2)[C:10]=1[CH3:11])=[O:5])[CH3:2].[CH:20](B1OC(C)(C)C(C)(C)O1)=[CH2:21].C(=O)([O-])[O-].[Na+].[Na+].[Cl-].[NH4+]. (4) The reactants are: [CH2:1]([N:8]([CH2:21][C:22]1[CH:41]=[CH:40][C:25]([O:26][C:27]2[CH:39]=[CH:38][C:30]([O:31][CH2:32][CH2:33][CH2:34][C:35](O)=[O:36])=[CH:29][CH:28]=2)=[CH:24][CH:23]=1)[C:9]1[CH:14]=[CH:13][CH:12]=[C:11]([NH:15][S:16]([CH3:19])(=[O:18])=[O:17])[C:10]=1[CH3:20])[C:2]1[CH:7]=[CH:6][CH:5]=[CH:4][CH:3]=1.Cl.[C:43]([O:47][C:48](=[O:57])[C@H:49]([CH2:51][O:52]C(C)(C)C)[NH2:50])([CH3:46])([CH3:45])[CH3:44]. Given the product [CH2:1]([N:8]([CH2:21][C:22]1[CH:41]=[CH:40][C:25]([O:26][C:27]2[CH:39]=[CH:38][C:30]([O:31][CH2:32][CH2:33][CH2:34][C:35]([NH:50][C@H:49]([C:48]([O:47][C:43]([CH3:46])([CH3:45])[CH3:44])=[O:57])[CH2:51][OH:52])=[O:36])=[CH:29][CH:28]=2)=[CH:24][CH:23]=1)[C:9]1[CH:14]=[CH:13][CH:12]=[C:11]([NH:15][S:16]([CH3:19])(=[O:17])=[O:18])[C:10]=1[CH3:20])[C:2]1[CH:3]=[CH:4][CH:5]=[CH:6][CH:7]=1, predict the reactants needed to synthesize it. (5) Given the product [Cl:17][C:13]1[CH:12]=[C:11]([C:9]2[CH:10]=[C:5]([CH:6]=[C:7]([C:22]3[CH:27]=[CH:26][CH:25]=[C:24]([Cl:28])[CH:23]=3)[C:8]=2[O:18][CH2:19][CH2:20][OH:21])[C:4]([OH:29])=[O:3])[CH:16]=[CH:15][CH:14]=1, predict the reactants needed to synthesize it. The reactants are: C([O:3][C:4](=[O:29])[C:5]1[CH:10]=[C:9]([C:11]2[CH:16]=[CH:15][CH:14]=[C:13]([Cl:17])[CH:12]=2)[C:8]([O:18][CH2:19][CH2:20][OH:21])=[C:7]([C:22]2[CH:27]=[CH:26][CH:25]=[C:24]([Cl:28])[CH:23]=2)[CH:6]=1)C.[OH-].[K+]. (6) Given the product [Br:1][C:2]1[CH:3]=[C:4]([OH:15])[C:5]([NH:8][C:9](=[O:11])[CH3:10])=[N:6][CH:7]=1, predict the reactants needed to synthesize it. The reactants are: [Br:1][C:2]1[CH:3]=[C:4]([O:15]C(=O)C)[C:5]([N:8](C(=O)C)[C:9](=[O:11])[CH3:10])=[N:6][CH:7]=1.C([O-])([O-])=O.[K+].[K+].O. (7) Given the product [F:1][C:2]1[C:7]([NH:8][CH2:9][C:10]2[CH:15]=[C:14]([C:16]3[CH:21]=[CH:20][CH:19]=[C:18]([F:22])[CH:17]=3)[CH:13]=[C:12]([CH3:23])[C:11]=2[O:24][CH3:25])=[C:6]([F:26])[CH:5]=[CH:4][C:3]=1[O:27][CH2:35][C:36]([O:38][CH2:39][CH3:40])=[O:37], predict the reactants needed to synthesize it. The reactants are: [F:1][C:2]1[C:7]([NH:8][CH2:9][C:10]2[CH:15]=[C:14]([C:16]3[CH:21]=[CH:20][CH:19]=[C:18]([F:22])[CH:17]=3)[CH:13]=[C:12]([CH3:23])[C:11]=2[O:24][CH3:25])=[C:6]([F:26])[CH:5]=[CH:4][C:3]=1[OH:27].C([O-])([O-])=O.[Cs+].[Cs+].Br[CH2:35][C:36]([O:38][CH2:39][CH3:40])=[O:37]. (8) Given the product [N:1]1([N:14]=[C:17]([CH3:19])[CH3:18])[C:13]2[C:12]3[CH:11]=[CH:10][CH:9]=[CH:8][C:7]=3[N:6]=[CH:5][C:4]=2[N:3]=[CH:2]1, predict the reactants needed to synthesize it. The reactants are: [N:1]1([NH2:14])[C:13]2[C:12]3[CH:11]=[CH:10][CH:9]=[CH:8][C:7]=3[N:6]=[CH:5][C:4]=2[N:3]=[CH:2]1.CO[C:17](OC)([CH3:19])[CH3:18].